Dataset: Full USPTO retrosynthesis dataset with 1.9M reactions from patents (1976-2016). Task: Predict the reactants needed to synthesize the given product. (1) Given the product [Br:8][C:6]1[N:7]=[C:2]([N:24]2[C:25]3[C:21](=[CH:20][C:19]([O:26][CH3:27])=[CH:18][C:17]=3[Br:16])[CH2:22][CH2:23]2)[C:3](=[O:14])[N:4]([CH:9]([CH2:12][CH3:13])[CH2:10][CH3:11])[CH:5]=1, predict the reactants needed to synthesize it. The reactants are: Br[C:2]1[C:3](=[O:14])[N:4]([CH:9]([CH2:12][CH3:13])[CH2:10][CH3:11])[CH:5]=[C:6]([Br:8])[N:7]=1.Cl.[Br:16][C:17]1[CH:18]=[C:19]([O:26][CH3:27])[CH:20]=[C:21]2[C:25]=1[NH:24][CH2:23][CH2:22]2. (2) Given the product [CH:3]1([O:8][C:9]2[C:17]3[O:16][CH:15]=[C:14]([C:18]([OH:20])=[O:19])[C:13]=3[CH:12]=[CH:11][C:10]=2[O:22][CH3:23])[CH2:4][CH2:5][CH2:6][CH2:7]1, predict the reactants needed to synthesize it. The reactants are: [OH-].[Li+].[CH:3]1([O:8][C:9]2[C:17]3[O:16][CH:15]=[C:14]([C:18]([O:20]C)=[O:19])[C:13]=3[CH:12]=[CH:11][C:10]=2[O:22][CH3:23])[CH2:7][CH2:6][CH2:5][CH2:4]1.CO. (3) Given the product [F:27][CH:23]([F:28])[O:1][C:2]1[CH:3]=[CH:4][C:5]2[N:6]([N:8]=[CH:9][C:10]=2[C:11]([O:13][CH2:14][CH3:15])=[O:12])[CH:7]=1, predict the reactants needed to synthesize it. The reactants are: [OH:1][C:2]1[CH:3]=[CH:4][C:5]2[N:6]([N:8]=[CH:9][C:10]=2[C:11]([O:13][CH2:14][CH3:15])=[O:12])[CH:7]=1.C([O-])([O-])=O.[K+].[K+].Cl[C:23]([F:28])([F:27])C([O-])=O.[Na+]. (4) Given the product [C:14]([C:13]1[CH:16]=[CH:17][C:10]([CH2:9][N:8]2[C:4]([CH2:3][CH2:2][O:1][S:29]([CH3:28])(=[O:31])=[O:30])=[CH:5][N:6]=[CH:7]2)=[C:11]([N+:18]([O-:20])=[O:19])[CH:12]=1)#[N:15], predict the reactants needed to synthesize it. The reactants are: [OH:1][CH2:2][CH2:3][C:4]1[N:8]([CH2:9][C:10]2[CH:17]=[CH:16][C:13]([C:14]#[N:15])=[CH:12][C:11]=2[N+:18]([O-:20])=[O:19])[CH:7]=[N:6][CH:5]=1.CCN(CC)CC.[CH3:28][S:29](Cl)(=[O:31])=[O:30]. (5) Given the product [Br:10][C:7]1[CH:8]=[CH:9][C:2]2[S:1][CH2:5][CH2:4][C:3]=2[CH:6]=1, predict the reactants needed to synthesize it. The reactants are: [S:1]1[CH2:5][CH2:4][C:3]2[CH:6]=[CH:7][CH:8]=[CH:9][C:2]1=2.[Br:10]Br.C(=O)([O-])O.[Na+].